Predict the product of the given reaction. From a dataset of Forward reaction prediction with 1.9M reactions from USPTO patents (1976-2016). Given the reactants Cl[C:2]1[C:11]2=[N:12][N:13](CC3C=CC(OC)=CC=3)[CH:14]=[C:10]2[C:9]2[CH:8]=[CH:7][CH:6]=[C:5]([O:24][CH3:25])[C:4]=2[N:3]=1.[NH2:26][C:27]1[CH:37]=[CH:36][C:30]2[O:31][CH2:32][C:33](=[O:35])[NH:34][C:29]=2[CH:28]=1.Cl, predict the reaction product. The product is: [CH3:25][O:24][C:5]1[C:4]2[N:3]=[C:2]([NH:26][C:27]3[CH:37]=[CH:36][C:30]4[O:31][CH2:32][C:33](=[O:35])[NH:34][C:29]=4[CH:28]=3)[C:11]3=[N:12][NH:13][CH:14]=[C:10]3[C:9]=2[CH:8]=[CH:7][CH:6]=1.